Task: Predict which catalyst facilitates the given reaction.. Dataset: Catalyst prediction with 721,799 reactions and 888 catalyst types from USPTO (1) The catalyst class is: 4. Product: [Cl:8][C:9]1[CH:10]=[C:11]2[C:16](=[CH:17][CH:18]=1)[CH:15]=[C:14]([S:19]([CH2:22][C@@H:23]([NH:42][C:3](=[O:4])[C:2]([F:7])([F:6])[F:1])[C:24]([N:26]1[CH2:27][CH2:28][CH:29]([N:32]3[CH2:36][C:35]4=[CH:37][N:38]=[C:39]([CH3:40])[N:34]4[C:33]3=[O:41])[CH2:30][CH2:31]1)=[O:25])(=[O:21])=[O:20])[CH:13]=[CH:12]2. Reactant: [F:1][C:2]([F:7])([F:6])[C:3](O)=[O:4].[Cl:8][C:9]1[CH:10]=[C:11]2[C:16](=[CH:17][CH:18]=1)[CH:15]=[C:14]([S:19]([CH2:22][C@@H:23]([NH:42]C(=O)OC(C)(C)C)[C:24]([N:26]1[CH2:31][CH2:30][CH:29]([N:32]3[CH2:36][C:35]4=[CH:37][N:38]=[C:39]([CH3:40])[N:34]4[C:33]3=[O:41])[CH2:28][CH2:27]1)=[O:25])(=[O:21])=[O:20])[CH:13]=[CH:12]2.C(=O)([O-])O.[Na+].C(=O)([O-])[O-].[K+].[K+]. (2) Reactant: [C:1]([C:5]1[CH:6]=[C:7]2[C:11](=[CH:12][CH:13]=1)[NH:10][C:9]([C:14]([O:16][CH2:17][CH3:18])=[O:15])=[CH:8]2)([CH3:4])([CH3:3])[CH3:2].[H-].[Na+].Br.Br[CH2:23][C:24]1[CH:29]=[CH:28][N:27]=[CH:26][CH:25]=1.C(OCC)C. Product: [C:1]([C:5]1[CH:6]=[C:7]2[C:11](=[CH:12][CH:13]=1)[N:10]([CH2:23][C:24]1[CH:29]=[CH:28][N:27]=[CH:26][CH:25]=1)[C:9]([C:14]([O:16][CH2:17][CH3:18])=[O:15])=[CH:8]2)([CH3:4])([CH3:2])[CH3:3]. The catalyst class is: 9. (3) Reactant: [Cl-].O[NH3+:3].[C:4](=[O:7])([O-])[OH:5].[Na+].CS(C)=O.[CH2:13]([C:15]1[N:16]=[C:17]([CH2:47][CH2:48][CH3:49])[N:18]([CH2:32][C:33]2[CH:38]=[CH:37][C:36]([C:39]3[C:40]([C:45]#[N:46])=[CH:41][CH:42]=[CH:43][CH:44]=3)=[CH:35][CH:34]=2)[C:19](=[O:31])[C:20]=1[C:21]1[CH:22]=[N:23][C:24]([O:27][CH:28]([CH3:30])[CH3:29])=[CH:25][CH:26]=1)[CH3:14]. Product: [CH2:13]([C:15]1[N:16]=[C:17]([CH2:47][CH2:48][CH3:49])[N:18]([CH2:32][C:33]2[CH:34]=[CH:35][C:36]([C:39]3[CH:44]=[CH:43][CH:42]=[CH:41][C:40]=3[C:45]3[NH:3][C:4](=[O:7])[O:5][N:46]=3)=[CH:37][CH:38]=2)[C:19](=[O:31])[C:20]=1[C:21]1[CH:22]=[N:23][C:24]([O:27][CH:28]([CH3:29])[CH3:30])=[CH:25][CH:26]=1)[CH3:14]. The catalyst class is: 13. (4) Reactant: [C:1]1([S:7][CH2:8][CH2:9][C:10]([OH:12])=O)[CH:6]=[CH:5][CH:4]=[CH:3][CH:2]=1. Product: [S:7]1[C:1]2[C:2](=[CH:3][CH:4]=[CH:5][CH:6]=2)[C:10](=[O:12])[CH2:9][CH2:8]1. The catalyst class is: 6. (5) Reactant: [CH2:1](I)[CH:2]=[CH2:3].[CH3:5][S:6]([NH:9][C:10]1[CH:11]=[C:12]([C:16]2[CH:24]=[C:23]3[C:19]([C:20]([C:40]4[CH:45]=[CH:44][CH:43]=[CH:42][CH:41]=4)=[C:21]([C:37]([OH:39])=[O:38])[N:22]3[CH2:25][C:26]3[CH:31]=[CH:30][CH:29]=[C:28]([O:32][C:33]([F:36])([F:35])[F:34])[CH:27]=3)=[CH:18][CH:17]=2)[CH:13]=[CH:14][CH:15]=1)(=[O:8])=[O:7].C([O-])([O-])=O.[Cs+].[Cs+].CN(C=O)C. Product: [CH2:3]([CH2:5][S:6]([NH:9][C:10]1[CH:11]=[C:12]([C:16]2[CH:24]=[C:23]3[C:19]([C:20]([C:40]4[CH:45]=[CH:44][CH:43]=[CH:42][CH:41]=4)=[C:21]([C:37]([OH:39])=[O:38])[N:22]3[CH2:25][C:26]3[CH:31]=[CH:30][CH:29]=[C:28]([O:32][C:33]([F:35])([F:36])[F:34])[CH:27]=3)=[CH:18][CH:17]=2)[CH:13]=[CH:14][CH:15]=1)(=[O:7])=[O:8])[CH:2]=[CH2:1]. The catalyst class is: 6.